From a dataset of Catalyst prediction with 721,799 reactions and 888 catalyst types from USPTO. Predict which catalyst facilitates the given reaction. Reactant: [CH:1](OCC)(OCC)OCC.[CH3:11][C:12]1([CH3:20])[O:19][C:17](=[O:18])[CH2:16][C:14](=[O:15])[O:13]1.[Br:21][C:22]1[CH:23]=[C:24]([CH:26]=[CH:27][CH:28]=1)[NH2:25]. Product: [Br:21][C:22]1[CH:23]=[C:24]([N:25]=[CH:1][CH:16]2[C:17](=[O:18])[O:19][C:12]([CH3:20])([CH3:11])[O:13][C:14]2=[O:15])[CH:26]=[CH:27][CH:28]=1. The catalyst class is: 8.